This data is from NCI-60 drug combinations with 297,098 pairs across 59 cell lines. The task is: Regression. Given two drug SMILES strings and cell line genomic features, predict the synergy score measuring deviation from expected non-interaction effect. (1) Drug 1: C1=CN(C(=O)N=C1N)C2C(C(C(O2)CO)O)O.Cl. Drug 2: CNC(=O)C1=NC=CC(=C1)OC2=CC=C(C=C2)NC(=O)NC3=CC(=C(C=C3)Cl)C(F)(F)F. Cell line: MCF7. Synergy scores: CSS=5.93, Synergy_ZIP=-1.24, Synergy_Bliss=-1.22, Synergy_Loewe=-13.0, Synergy_HSA=-2.63. (2) Synergy scores: CSS=16.3, Synergy_ZIP=-3.78, Synergy_Bliss=2.41, Synergy_Loewe=-1.80, Synergy_HSA=3.23. Drug 1: CC1=C2C(C(=O)C3(C(CC4C(C3C(C(C2(C)C)(CC1OC(=O)C(C(C5=CC=CC=C5)NC(=O)OC(C)(C)C)O)O)OC(=O)C6=CC=CC=C6)(CO4)OC(=O)C)O)C)O. Drug 2: CN(C(=O)NC(C=O)C(C(C(CO)O)O)O)N=O. Cell line: SNB-75. (3) Synergy scores: CSS=31.5, Synergy_ZIP=-8.25, Synergy_Bliss=-0.101, Synergy_Loewe=-1.55, Synergy_HSA=0.936. Cell line: HOP-92. Drug 2: C1C(C(OC1N2C=NC3=C2NC=NCC3O)CO)O. Drug 1: C1CCC(CC1)NC(=O)N(CCCl)N=O. (4) Drug 1: COC1=CC(=CC(=C1O)OC)C2C3C(COC3=O)C(C4=CC5=C(C=C24)OCO5)OC6C(C(C7C(O6)COC(O7)C8=CC=CS8)O)O. Drug 2: CC1C(C(=O)NC(C(=O)N2CCCC2C(=O)N(CC(=O)N(C(C(=O)O1)C(C)C)C)C)C(C)C)NC(=O)C3=C4C(=C(C=C3)C)OC5=C(C(=O)C(=C(C5=N4)C(=O)NC6C(OC(=O)C(N(C(=O)CN(C(=O)C7CCCN7C(=O)C(NC6=O)C(C)C)C)C)C(C)C)C)N)C. Cell line: MDA-MB-435. Synergy scores: CSS=-0.0255, Synergy_ZIP=-3.30, Synergy_Bliss=-3.10, Synergy_Loewe=-6.06, Synergy_HSA=-5.18. (5) Cell line: COLO 205. Drug 2: CC1=C(C(CCC1)(C)C)C=CC(=CC=CC(=CC(=O)O)C)C. Drug 1: CC1=CC2C(CCC3(C2CCC3(C(=O)C)OC(=O)C)C)C4(C1=CC(=O)CC4)C. Synergy scores: CSS=2.12, Synergy_ZIP=5.91, Synergy_Bliss=11.2, Synergy_Loewe=1.30, Synergy_HSA=0.933. (6) Synergy scores: CSS=1.47, Synergy_ZIP=0.00219, Synergy_Bliss=0.0717, Synergy_Loewe=-2.30, Synergy_HSA=-2.15. Cell line: UACC-257. Drug 2: C(CN)CNCCSP(=O)(O)O. Drug 1: CS(=O)(=O)C1=CC(=C(C=C1)C(=O)NC2=CC(=C(C=C2)Cl)C3=CC=CC=N3)Cl. (7) Drug 1: COC1=NC(=NC2=C1N=CN2C3C(C(C(O3)CO)O)O)N. Drug 2: C(CCl)NC(=O)N(CCCl)N=O. Cell line: RXF 393. Synergy scores: CSS=-3.63, Synergy_ZIP=2.45, Synergy_Bliss=1.26, Synergy_Loewe=-9.04, Synergy_HSA=-7.96. (8) Drug 1: C1=CC(=C2C(=C1NCCNCCO)C(=O)C3=C(C=CC(=C3C2=O)O)O)NCCNCCO. Drug 2: C1=NC(=NC(=O)N1C2C(C(C(O2)CO)O)O)N. Cell line: ACHN. Synergy scores: CSS=59.0, Synergy_ZIP=3.29, Synergy_Bliss=2.60, Synergy_Loewe=5.21, Synergy_HSA=6.58. (9) Drug 1: C1CC(=O)NC(=O)C1N2CC3=C(C2=O)C=CC=C3N. Drug 2: C(CCl)NC(=O)N(CCCl)N=O. Cell line: UACC-257. Synergy scores: CSS=5.29, Synergy_ZIP=-0.866, Synergy_Bliss=2.06, Synergy_Loewe=0.745, Synergy_HSA=0.362.